From a dataset of Reaction yield outcomes from USPTO patents with 853,638 reactions. Predict the reaction yield, written as a fraction of the theoretical maximum amount of product (1.0 means a 100% yield; for example, 0.34 means a 34% yield). (1) The reactants are [N+:1]([C:4]1[CH:5]=[C:6](O)[CH:7]=[CH:8][CH:9]=1)([O-:3])=[O:2].C([O-])([O-])=[O:12].[K+].[K+].Br[CH2:18][C:19]([O:21][CH2:22][CH3:23])=[O:20]. The catalyst is CC(C)=O. The product is [N+:1]([C:4]1[CH:5]=[CH:6][C:7]([O:12][CH2:18][C:19]([O:21][CH2:22][CH3:23])=[O:20])=[CH:8][CH:9]=1)([O-:3])=[O:2]. The yield is 0.920. (2) The reactants are [C:1]([O:5][C:6](=[O:42])[CH2:7][CH2:8][C:9]1[CH:14]=[CH:13][C:12]([O:15][CH2:16][CH2:17][C:18]2[N:19]=[C:20]([C:24]3[CH:29]=[CH:28][C:27](Br)=[CH:26][CH:25]=3)[O:21][C:22]=2[CH3:23])=[CH:11][C:10]=1[CH2:31][O:32][C:33](=[O:41])[NH:34][CH:35]1[CH2:40][CH2:39][CH2:38][CH2:37][CH2:36]1)([CH3:4])([CH3:3])[CH3:2].C1(C)C=CC=CC=1.[NH:50]1[CH2:55][CH2:54][O:53][CH2:52][CH2:51]1.CC(C)([O-])C.[Na+]. The catalyst is C1C=CC(/C=C/C(/C=C/C2C=CC=CC=2)=O)=CC=1.C1C=CC(/C=C/C(/C=C/C2C=CC=CC=2)=O)=CC=1.C1C=CC(/C=C/C(/C=C/C2C=CC=CC=2)=O)=CC=1.[Pd].[Pd].CCOC(C)=O. The product is [C:1]([O:5][C:6](=[O:42])[CH2:7][CH2:8][C:9]1[CH:14]=[CH:13][C:12]([O:15][CH2:16][CH2:17][C:18]2[N:19]=[C:20]([C:24]3[CH:29]=[CH:28][C:27]([N:50]4[CH2:55][CH2:54][O:53][CH2:52][CH2:51]4)=[CH:26][CH:25]=3)[O:21][C:22]=2[CH3:23])=[CH:11][C:10]=1[CH2:31][O:32][C:33](=[O:41])[NH:34][CH:35]1[CH2:40][CH2:39][CH2:38][CH2:37][CH2:36]1)([CH3:4])([CH3:3])[CH3:2]. The yield is 0.190. (3) The reactants are [NH2:1][C:2]1[N:3]=[C:4]2[CH:9]=[CH:8][C:7]([O:10][C:11]3[CH:12]=[C:13]([NH:17][C:18](=[O:30])[C:19]4[CH:24]=[CH:23][CH:22]=[C:21]([C:25]5([C:28]#[N:29])[CH2:27][CH2:26]5)[CH:20]=4)[CH:14]=[CH:15][CH:16]=3)=[N:6][N:5]2[CH:31]=1.[CH3:32][N:33]1[CH:37]=[C:36]([C:38](O)=[O:39])[N:35]=[CH:34]1.C(Cl)(=O)C(Cl)=O.O1CCCC1. The catalyst is CN(C)C=O.CN(C)C(=O)C. The product is [C:28]([C:25]1([C:21]2[CH:20]=[C:19]([CH:24]=[CH:23][CH:22]=2)[C:18]([NH:17][C:13]2[CH:12]=[C:11]([CH:16]=[CH:15][CH:14]=2)[O:10][C:7]2[CH:8]=[CH:9][C:4]3[N:5]([CH:31]=[C:2]([NH:1][C:38]([C:36]4[N:35]=[CH:34][N:33]([CH3:32])[CH:37]=4)=[O:39])[N:3]=3)[N:6]=2)=[O:30])[CH2:27][CH2:26]1)#[N:29]. The yield is 0.730. (4) The reactants are [C:1](O)(=[O:11])[C:2]1[CH:10]=[CH:9][C:5]([C:6]([NH2:8])=[O:7])=[CH:4][CH:3]=1.[CH2:13]1[C@H:22]2[C@H:17]([CH2:18][CH2:19][C:20]3[CH:26]=[CH:25][CH:24]=[CH:23][C:21]=32)[NH:16][CH2:15][CH2:14]1. No catalyst specified. The product is [CH2:13]1[C@H:22]2[C@H:17]([CH2:18][CH2:19][C:20]3[CH:26]=[CH:25][CH:24]=[CH:23][C:21]=32)[N:16]([C:1]([C:2]2[CH:10]=[CH:9][C:5]([C:6]([NH2:8])=[O:7])=[CH:4][CH:3]=2)=[O:11])[CH2:15][CH2:14]1. The yield is 0.580. (5) The catalyst is C(Cl)Cl.O.CC1(C)N([O])C(C)(C)CCC1. The reactants are [CH2:1]([O:8][C:9](=[O:19])[N:10]([C@H:12]1[CH2:17][CH2:16][C@@H:15]([OH:18])[CH2:14][CH2:13]1)[CH3:11])[C:2]1[CH:7]=[CH:6][CH:5]=[CH:4][CH:3]=1.[K+].[Br-].C([O-])(O)=O.[Na+].[O-]Cl.[Na+].S([O-])([O-])(=O)=S.[Na+].[Na+]. The product is [CH2:1]([O:8][C:9](=[O:19])[N:10]([CH3:11])[CH:12]1[CH2:17][CH2:16][C:15](=[O:18])[CH2:14][CH2:13]1)[C:2]1[CH:3]=[CH:4][CH:5]=[CH:6][CH:7]=1. The yield is 0.990.